Dataset: Full USPTO retrosynthesis dataset with 1.9M reactions from patents (1976-2016). Task: Predict the reactants needed to synthesize the given product. (1) Given the product [Br:12][C:13]1[CH:21]=[CH:20][C:16]([CH2:17][OH:18])=[CH:15][C:14]=1[Cl:22], predict the reactants needed to synthesize it. The reactants are: [BH4-].[Na+].B(F)(F)F.CCOCC.[Br:12][C:13]1[CH:21]=[CH:20][C:16]([C:17](O)=[O:18])=[CH:15][C:14]=1[Cl:22]. (2) The reactants are: [CH3:1][O:2][C:3]([C:5]1[CH:10]=[C:9]([N:11]2[CH2:16][CH2:15][CH2:14][CH2:13][CH2:12]2)[N:8]=[C:7](Cl)[N:6]=1)=[O:4].[C:18]1([C:27]2[CH:32]=[CH:31][CH:30]=[CH:29][CH:28]=2)[CH:23]=[CH:22][C:21](B(O)O)=[CH:20][CH:19]=1.C(P(C(C)(C)C)C(C)(C)C)(C)(C)C.[F-].[K+]. Given the product [CH3:1][O:2][C:3]([C:5]1[CH:10]=[C:9]([N:11]2[CH2:16][CH2:15][CH2:14][CH2:13][CH2:12]2)[N:8]=[C:7]([C:30]2[CH:31]=[CH:32][C:27]([C:18]3[CH:23]=[CH:22][CH:21]=[CH:20][CH:19]=3)=[CH:28][CH:29]=2)[N:6]=1)=[O:4], predict the reactants needed to synthesize it. (3) Given the product [CH2:1]([S:8][C:9]1[CH:16]=[C:13]2[C:12](=[CH:11][CH:10]=1)[N:17]([C:18]1[C:23]([O:24][CH3:25])=[CH:22][C:21]([C:26]3[CH:31]=[CH:30][C:29]([Cl:32])=[C:28]([CH3:33])[CH:27]=3)=[C:20]([F:34])[CH:19]=1)[C:42](=[O:41])[C:43]([O:45][CH3:46])=[CH:14]2)[C:2]1[CH:7]=[CH:6][CH:5]=[CH:4][CH:3]=1, predict the reactants needed to synthesize it. The reactants are: [CH2:1]([S:8][C:9]1[CH:10]=[CH:11][C:12]([NH:17][C:18]2[C:23]([O:24][CH3:25])=[CH:22][C:21]([C:26]3[CH:31]=[CH:30][C:29]([Cl:32])=[C:28]([CH3:33])[CH:27]=3)=[C:20]([F:34])[CH:19]=2)=[C:13]([CH:16]=1)[CH:14]=O)[C:2]1[CH:7]=[CH:6][CH:5]=[CH:4][CH:3]=1.CO.C[O-].[Na+].C[O:41][CH2:42][C:43]([O:45][CH3:46])=O. (4) Given the product [CH:1]([C@H:4]1[C:8]([C:15]2[CH:16]=[CH:17][CH:18]=[CH:19][CH:20]=2)([C:9]2[CH:14]=[CH:13][CH:12]=[CH:11][CH:10]=2)[O:7][C:6](=[S:21])[N:5]1[C:59](=[O:60])[CH2:58]/[CH:57]=[CH:56]/[CH2:55][CH2:54][CH2:53][CH2:52][CH2:51][NH:50][C:48](=[O:49])[O:47][CH2:46][CH2:45][Si:44]([CH3:43])([CH3:63])[CH3:62])([CH3:3])[CH3:2], predict the reactants needed to synthesize it. The reactants are: [CH:1]([C@H:4]1[C:8]([C:15]2[CH:20]=[CH:19][CH:18]=[CH:17][CH:16]=2)([C:9]2[CH:14]=[CH:13][CH:12]=[CH:11][CH:10]=2)[O:7][C:6](=[S:21])[NH:5]1)([CH3:3])[CH3:2].CN(C1C=CC=CN=1)C.Cl.CN(C)CCCN=C=NCC.[CH3:43][Si:44]([CH3:63])([CH3:62])[CH2:45][CH2:46][O:47][C:48]([NH:50][CH2:51][CH2:52][CH2:53][CH2:54][CH2:55]/[CH:56]=[CH:57]/[CH2:58][C:59](O)=[O:60])=[O:49].P([O-])(O)(O)=O.[K+]. (5) Given the product [N:16]1[NH:17][N:18]=[N:19][C:20]=1[C:21]1[CH:28]=[CH:27][C:24]([CH:25]2[C:8]([C:9]3[CH:14]=[CH:13][CH:12]=[CH:11][CH:10]=3)=[C:7]([C:5]3[CH:4]=[N:3][N:2]([CH3:1])[CH:6]=3)[NH:43][C:30](=[O:37])[CH2:29]2)=[CH:23][CH:22]=1, predict the reactants needed to synthesize it. The reactants are: [CH3:1][N:2]1[CH:6]=[C:5]([C:7](=O)[CH2:8][C:9]2[CH:14]=[CH:13][CH:12]=[CH:11][CH:10]=2)[CH:4]=[N:3]1.[N:16]1[NH:17][N:18]=[N:19][C:20]=1[C:21]1[CH:28]=[CH:27][C:24]([CH:25]=O)=[CH:23][CH:22]=1.[CH3:29][C:30]1(C)[O:37]C(=O)CC(=O)O1.C([O-])(C)=O.[NH4+:43].